This data is from Full USPTO retrosynthesis dataset with 1.9M reactions from patents (1976-2016). The task is: Predict the reactants needed to synthesize the given product. (1) Given the product [C:20]([Si:24]([CH3:33])([CH3:32])[O:25][C@H:26]1[CH2:30][CH2:29][C@H:28]([NH:31][C:2]2[C:7]([CH:8]=[O:10])=[CH:6][N:5]=[C:4]([S:11][CH3:12])[N:3]=2)[CH2:27]1)([CH3:23])([CH3:22])[CH3:21], predict the reactants needed to synthesize it. The reactants are: Cl[C:2]1[C:7]([C:8]([O-:10])=O)=[CH:6][N:5]=[C:4]([S:11][CH3:12])[N:3]=1.C(N(CC)CC)C.[C:20]([Si:24]([CH3:33])([CH3:32])[O:25][C@H:26]1[CH2:30][CH2:29][C@H:28]([NH2:31])[CH2:27]1)([CH3:23])([CH3:22])[CH3:21].[H-].[Al+3].[Li+].[H-].[H-].[H-].C(C(C(C([O-])=O)O)O)([O-])=O.[Na+].[K+]. (2) Given the product [Cl:27][C:13]1[C:4]2[N:5]([CH:1]=[CH:2][N:3]=2)[C:6]2[C:11]([N:12]=1)=[CH:10][CH:9]=[CH:8][CH:7]=2, predict the reactants needed to synthesize it. The reactants are: [CH:1]1[N:5]2[C:6]3[C:11]([NH:12][C:13](=O)[C:4]2=[N:3][CH:2]=1)=[CH:10][CH:9]=[CH:8][CH:7]=3.C(N(CC)C1C=CC=CC=1)C.C(Cl)[Cl:27].CO. (3) Given the product [Cl:8][C:4]1[CH:5]=[CH:6][CH:7]=[C:2]([Cl:1])[C:3]=1[NH:9][C:10]1[CH:15]=[CH:14][CH:13]=[CH:12][C:11]=1[CH2:16][C:17]([O:19][C:20]1[CH:21]=[CH:22][C:23]([C:24]([O:26][CH2:27][CH:28]([OH:29])[CH2:38][OH:40])=[O:25])=[CH:36][CH:37]=1)=[O:18], predict the reactants needed to synthesize it. The reactants are: [Cl:1][C:2]1[CH:7]=[CH:6][CH:5]=[C:4]([Cl:8])[C:3]=1[NH:9][C:10]1[CH:15]=[CH:14][CH:13]=[CH:12][C:11]=1[CH2:16][C:17]([O:19][C:20]1[CH:37]=[CH:36][C:23]([C:24]([O:26][CH2:27][CH:28]2CCOC(C)(C)[O:29]2)=[O:25])=[CH:22][CH:21]=1)=[O:18].[C:38](O)(=[O:40])C.